Dataset: Forward reaction prediction with 1.9M reactions from USPTO patents (1976-2016). Task: Predict the product of the given reaction. (1) The product is: [CH:1]([C@H:4]1[C@@H:8]2[C@@H:9]3[C@@:22]([CH3:25])([CH2:23][CH2:24][C@@:7]2([C:38]([O:40][CH2:41][C:42]2[CH:43]=[CH:44][CH:45]=[CH:46][CH:47]=2)=[O:39])[CH2:6][CH2:5]1)[C@@:21]1([CH3:26])[C@@H:12]([C@:13]2([CH3:37])[C@@H:18]([CH2:19][CH2:20]1)[C:17]([CH3:27])([CH3:28])[C:16]([C:55]1[CH:56]=[CH:57][C:52]([C:50]([O:49][CH3:48])=[O:51])=[CH:53][CH:54]=1)=[CH:15][CH2:14]2)[CH2:11][CH2:10]3)([CH3:3])[CH3:2]. Given the reactants [CH:1]([C@H:4]1[C@@H:8]2[C@@H:9]3[C@@:22]([CH3:25])([CH2:23][CH2:24][C@@:7]2([C:38]([O:40][CH2:41][C:42]2[CH:47]=[CH:46][CH:45]=[CH:44][CH:43]=2)=[O:39])[CH2:6][CH2:5]1)[C@@:21]1([CH3:26])[C@@H:12]([C@:13]2([CH3:37])[C@@H:18]([CH2:19][CH2:20]1)[C:17]([CH3:28])([CH3:27])[C:16](OS(C(F)(F)F)(=O)=O)=[CH:15][CH2:14]2)[CH2:11][CH2:10]3)([CH3:3])[CH3:2].[CH3:48][O:49][C:50]([C:52]1[CH:57]=[CH:56][C:55](B(O)O)=[CH:54][CH:53]=1)=[O:51].C(=O)([O-])[O-].[Na+].[Na+], predict the reaction product. (2) Given the reactants Br[C:2]1[S:3][CH:4]=[C:5](Br)[N:6]=1.C([Li])CCC.[Cl-].[C:14]([O:18][C:19]([N:21]1[CH:26]2[CH2:27][CH2:28][CH:22]1[CH2:23][C:24](=[O:29])[CH2:25]2)=[O:20])([CH3:17])([CH3:16])[CH3:15].[Cl-].[NH4+], predict the reaction product. The product is: [C:14]([O:18][C:19]([N:21]1[CH:26]2[CH2:27][CH2:28][CH:22]1[CH2:23][C:24]([OH:29])([C:5]1[N:6]=[CH:2][S:3][CH:4]=1)[CH2:25]2)=[O:20])([CH3:17])([CH3:15])[CH3:16]. (3) The product is: [Cl:1][C:2]1[CH:7]=[CH:6][C:5]([C@@:8]2([CH3:54])[C@:12]([C:14]3[CH:19]=[CH:18][C:17]([Cl:20])=[CH:16][CH:15]=3)([CH3:13])[N:11]([C:21]([N:23]3[CH2:24][CH2:25][N:26]([CH2:29][CH2:30][NH:65][S:66]([CH3:69])(=[O:68])=[O:67])[CH2:27][CH2:28]3)=[O:22])[C:10]([C:36]3[C:37]([O:51][CH2:52][CH3:53])=[CH:38][C:39]([Cl:50])=[C:40]([S:42]([NH:45][C:46]([CH3:47])([CH3:48])[CH3:49])(=[O:43])=[O:44])[CH:41]=3)=[N:9]2)=[CH:4][CH:3]=1. Given the reactants [Cl:1][C:2]1[CH:7]=[CH:6][C:5]([C@@:8]2([CH3:54])[C@:12]([C:14]3[CH:19]=[CH:18][C:17]([Cl:20])=[CH:16][CH:15]=3)([CH3:13])[N:11]([C:21]([N:23]3[CH2:28][CH2:27][N:26]([CH2:29][CH2:30]CS(C)(=O)=O)[CH2:25][CH2:24]3)=[O:22])[C:10]([C:36]3[C:37]([O:51][CH2:52][CH3:53])=[CH:38][C:39]([Cl:50])=[C:40]([S:42]([NH:45][C:46]([CH3:49])([CH3:48])[CH3:47])(=[O:44])=[O:43])[CH:41]=3)=[N:9]2)=[CH:4][CH:3]=1.Cl.Cl.N1(CC[NH:65][S:66]([CH3:69])(=[O:68])=[O:67])CCNCC1, predict the reaction product. (4) Given the reactants [CH3:1][C:2]1[CH:12]=[CH:11][CH:10]=[CH:9][C:3]=1[CH2:4][CH2:5][C:6](O)=[O:7].C(Cl)(=O)C([Cl:16])=O.CN(C)C=O, predict the reaction product. The product is: [CH3:1][C:2]1[CH:12]=[CH:11][CH:10]=[CH:9][C:3]=1[CH2:4][CH2:5][C:6]([Cl:16])=[O:7]. (5) Given the reactants [NH:1]1[C:9]2[C:4](=[CH:5][C:6]([NH:10][C:11]3[N:20]=[CH:19][C:18]([CH:21]4[CH2:23][CH2:22]4)=[CH:17][C:12]=3[C:13]([O:15]C)=[O:14])=[CH:7][CH:8]=2)[CH:3]=[CH:2]1.[CH3:24][C:25]([CH3:28])([O-])[CH3:26].[K+].BrCC(C)C.Cl, predict the reaction product. The product is: [CH2:24]([N:1]1[C:9]2[C:4](=[CH:5][C:6]([NH:10][C:11]3[N:20]=[CH:19][C:18]([CH:21]4[CH2:23][CH2:22]4)=[CH:17][C:12]=3[C:13]([OH:15])=[O:14])=[CH:7][CH:8]=2)[CH:3]=[CH:2]1)[CH:25]([CH3:28])[CH3:26]. (6) Given the reactants [Br:1][C:2]1[CH:7]=[CH:6][C:5]2[C:8]3([O:26][C:27](=[O:28])[C:4]=2[CH:3]=1)[CH2:13][CH2:12][N:11]([C:14]([C:16]1[C:24]2[C:19](=[CH:20][C:21]([Cl:25])=[CH:22][CH:23]=2)[NH:18][CH:17]=1)=[O:15])[CH2:10][CH2:9]3.[F:29][C:30]1[CH:31]=[C:32]([CH:35]=[C:36]([F:38])[CH:37]=1)[CH2:33]Cl, predict the reaction product. The product is: [Br:1][C:2]1[CH:7]=[CH:6][C:5]2[C:8]3([O:26][C:27](=[O:28])[C:4]=2[CH:3]=1)[CH2:9][CH2:10][N:11]([C:14]([C:16]1[C:24]2[C:19](=[CH:20][C:21]([Cl:25])=[CH:22][CH:23]=2)[N:18]([CH2:33][C:32]2[CH:31]=[C:30]([F:29])[CH:37]=[C:36]([F:38])[CH:35]=2)[CH:17]=1)=[O:15])[CH2:12][CH2:13]3. (7) Given the reactants [NH:1]1[C:10]2[C:5](=[CH:6][CH:7]=[CH:8][CH:9]=2)[CH2:4][CH2:3][C:2]1=[O:11].[H-].[Na+].[CH3:14][O:15][C:16]1[CH:23]=[CH:22][C:19]([CH2:20]Cl)=[CH:18][CH:17]=1, predict the reaction product. The product is: [CH3:14][O:15][C:16]1[CH:23]=[CH:22][C:19]([CH2:20][N:1]2[C:10]3[C:5](=[CH:6][CH:7]=[CH:8][CH:9]=3)[CH2:4][CH2:3][C:2]2=[O:11])=[CH:18][CH:17]=1.